This data is from Forward reaction prediction with 1.9M reactions from USPTO patents (1976-2016). The task is: Predict the product of the given reaction. (1) The product is: [CH3:47][N:44]1[CH2:45][CH2:46][N:41]([C:37]2[C:35]3[CH2:36][C@H:31]([NH:30][C:17](=[O:19])[C:16]4[CH:20]=[CH:21][C:22]([N:24]5[CH2:29][CH2:28][O:27][CH2:26][CH2:25]5)=[CH:23][C:15]=4[O:14][CH3:13])[CH2:32][O:33][C:34]=3[CH:40]=[CH:39][CH:38]=2)[CH2:42][CH2:43]1. Given the reactants C(N1C=CN=C1)(N1C=CN=C1)=O.[CH3:13][O:14][C:15]1[CH:23]=[C:22]([N:24]2[CH2:29][CH2:28][O:27][CH2:26][CH2:25]2)[CH:21]=[CH:20][C:16]=1[C:17]([OH:19])=O.[NH2:30][C@H:31]1[CH2:36][C:35]2[C:37]([N:41]3[CH2:46][CH2:45][N:44]([CH3:47])[CH2:43][CH2:42]3)=[CH:38][CH:39]=[CH:40][C:34]=2[O:33][CH2:32]1, predict the reaction product. (2) Given the reactants [OH:1][C@H:2]1[CH2:7][CH2:6][C@H:5]([C:8]([O:10][CH3:11])=[O:9])[CH2:4][CH2:3]1.[H-].[Na+].[CH2:14](I)[CH3:15].C(OCC)(=O)C, predict the reaction product. The product is: [CH2:14]([O:1][C@H:2]1[CH2:3][CH2:4][C@H:5]([C:8]([O:10][CH3:11])=[O:9])[CH2:6][CH2:7]1)[CH3:15]. (3) Given the reactants FC(F)(F)C(O)=O.[CH:8]1([CH2:14][CH2:15][CH2:16][C@@H:17]([C:22]2[O:23][CH:24]=[C:25]([C:27]([O:29][CH2:30][CH3:31])=[O:28])[N:26]=2)[CH2:18][C:19]([OH:21])=O)[CH2:13][CH2:12][CH2:11][CH2:10][CH2:9]1.C(N1C=CN=C1)(N1C=CN=C1)=O.Cl.[CH2:45]([O:52][NH2:53])[C:46]1[CH:51]=[CH:50][CH:49]=[CH:48][CH:47]=1.C(N(CC)C(C)C)(C)C, predict the reaction product. The product is: [CH2:45]([O:52][NH:53][C:19](=[O:21])[CH2:18][C@H:17]([C:22]1[O:23][CH:24]=[C:25]([C:27]([O:29][CH2:30][CH3:31])=[O:28])[N:26]=1)[CH2:16][CH2:15][CH2:14][CH:8]1[CH2:9][CH2:10][CH2:11][CH2:12][CH2:13]1)[C:46]1[CH:51]=[CH:50][CH:49]=[CH:48][CH:47]=1. (4) Given the reactants [N+:1]([C:4]1[CH:5]=[C:6]2[C:11](=[CH:12][CH:13]=1)[CH2:10][NH:9][CH2:8][CH2:7]2)([O-:3])=[O:2].[C:14](O[C:14]([O:16][C:17]([CH3:20])([CH3:19])[CH3:18])=[O:15])([O:16][C:17]([CH3:20])([CH3:19])[CH3:18])=[O:15].O, predict the reaction product. The product is: [N+:1]([C:4]1[CH:5]=[C:6]2[C:11](=[CH:12][CH:13]=1)[CH2:10][N:9]([C:14]([O:16][C:17]([CH3:20])([CH3:19])[CH3:18])=[O:15])[CH2:8][CH2:7]2)([O-:3])=[O:2]. (5) The product is: [O:61]1[C:60]2[CH:64]=[CH:65][C:57]([NH:54][C:55](=[O:56])[NH:32][C:33]3[CH:34]=[CH:35][C:36]([C:39]4[S:43][C:42]([CH:44]5[CH2:45][CH2:46][CH:47]([C:50]([O:52][CH3:53])=[O:51])[CH2:48][CH2:49]5)=[N:41][CH:40]=4)=[CH:37][CH:38]=3)=[CH:58][C:59]=2[O:63][CH2:62]1. Given the reactants FC(F)(F)C1C=C(NC(=O)NC2C=CC(C3SC(CCC(OC)=O)=NC=3)=CC=2)C=CC=1.[NH2:32][C:33]1[CH:38]=[CH:37][C:36]([C:39]2[S:43][C:42]([CH:44]3[CH2:49][CH2:48][CH:47]([C:50]([O:52][CH3:53])=[O:51])[CH2:46][CH2:45]3)=[N:41][CH:40]=2)=[CH:35][CH:34]=1.[N:54]([C:57]1[CH:65]=[CH:64][C:60]2[O:61][CH2:62][O:63][C:59]=2[CH:58]=1)=[C:55]=[O:56], predict the reaction product. (6) Given the reactants [CH2:1]([N:7]([CH2:13][C:14]([O:16]C)=[O:15])[CH2:8][C:9]([O:11]C)=[O:10])[CH2:2][CH2:3][CH2:4][C:5]#[CH:6].[OH-].[K+], predict the reaction product. The product is: [CH2:1]([N:7]([CH2:13][C:14]([OH:16])=[O:15])[CH2:8][C:9]([OH:11])=[O:10])[CH2:2][CH2:3][CH2:4][C:5]#[CH:6]. (7) Given the reactants [C:1]1([C:7](=[N:14][CH2:15][C:16]([O:18][C:19]([CH3:22])([CH3:21])[CH3:20])=[O:17])[C:8]2[CH:13]=[CH:12][CH:11]=[CH:10][CH:9]=2)[CH:6]=[CH:5][CH:4]=[CH:3][CH:2]=1.C=CCO[C@H](C1C2C(=CC=CC=2)N=CC=1)[C@H]1[N+:33]2([CH2:38][C:39]3[C:52]4[C:47](=CC=C[CH:51]=4)[CH:46]=[C:45]4[C:40]=3C=CC=C4)[CH2:34][C@H:35]([CH:36]=[CH2:37])[C@@H:30](CC2)C1.[Br-].C(N=P1(N(CC)CC)N(C)CCCN1C)(C)(C)C, predict the reaction product. The product is: [C:1]1([C:7](=[N:14][C@@H:15]([CH2:30][C:35]2[CH:34]=[N:33][C:38]([C:39]3[CH:40]=[CH:45][CH:46]=[CH:47][C:52]=3[CH3:51])=[CH:37][CH:36]=2)[C:16]([O:18][C:19]([CH3:22])([CH3:21])[CH3:20])=[O:17])[C:8]2[CH:9]=[CH:10][CH:11]=[CH:12][CH:13]=2)[CH:2]=[CH:3][CH:4]=[CH:5][CH:6]=1. (8) Given the reactants [Cl:1][C:2]1[N:7]=[CH:6][C:5]([CH2:8][OH:9])=[CH:4][CH:3]=1.[H-].[Na+].Br[CH2:13][C:14]1[CH:19]=[CH:18][C:17]([C:20]2[CH:25]=[CH:24][CH:23]=[CH:22][CH:21]=2)=[CH:16][CH:15]=1.[Cl-].[NH4+], predict the reaction product. The product is: [Cl:1][C:2]1[CH:3]=[CH:4][C:5]([CH2:8][O:9][CH2:13][C:14]2[CH:19]=[CH:18][C:17]([C:20]3[CH:21]=[CH:22][CH:23]=[CH:24][CH:25]=3)=[CH:16][CH:15]=2)=[CH:6][N:7]=1. (9) Given the reactants [CH3:1][NH:2][CH3:3].C(O)C.[CH3:7][Si:8]([CH3:23])([CH2:17][CH2:18][Si:19]([CH3:22])([CH3:21])[CH3:20])[CH2:9][CH2:10][CH2:11][O:12][CH2:13][CH:14]1[CH2:16][O:15]1, predict the reaction product. The product is: [CH3:1][N:2]([CH3:3])[CH2:16][CH:14]([OH:15])[CH2:13][O:12][CH2:11][CH2:10][CH2:9][Si:8]([CH3:23])([CH3:7])[CH2:17][CH2:18][Si:19]([CH3:22])([CH3:21])[CH3:20]. (10) Given the reactants [CH2:1]([O:8][C:9]1[CH:10]=[C:11]([C:23]2[CH:28]=[CH:27][C:26]([C:29]([OH:31])=[O:30])=[CH:25][CH:24]=2)[CH:12]=[C:13]([O:15][CH2:16][C:17]2[CH:22]=[CH:21][CH:20]=[CH:19][CH:18]=2)[CH:14]=1)[C:2]1[CH:7]=[CH:6][CH:5]=[CH:4][CH:3]=1.C(=O)([O-])[O-].[K+].[K+].Br[CH2:39][CH2:40][O:41][CH2:42][C:43]1[CH:48]=[CH:47][CH:46]=[CH:45][CH:44]=1, predict the reaction product. The product is: [CH2:42]([O:41][CH2:40][CH2:39][O:30][C:29]([C:26]1[CH:27]=[CH:28][C:23]([C:11]2[CH:10]=[C:9]([O:8][CH2:1][C:2]3[CH:7]=[CH:6][CH:5]=[CH:4][CH:3]=3)[CH:14]=[C:13]([O:15][CH2:16][C:17]3[CH:22]=[CH:21][CH:20]=[CH:19][CH:18]=3)[CH:12]=2)=[CH:24][CH:25]=1)=[O:31])[C:43]1[CH:48]=[CH:47][CH:46]=[CH:45][CH:44]=1.